From a dataset of Full USPTO retrosynthesis dataset with 1.9M reactions from patents (1976-2016). Predict the reactants needed to synthesize the given product. Given the product [F:1][C:2]([F:7])([F:6])[C:3]([OH:5])=[O:4].[NH:49]([C:50]([NH:15][CH2:16][C:17]([NH:19][C:20]1[CH:21]=[CH:22][C:23]2[NH:24][C:25]3[N:41]=[C:29]([NH:30][C:31]4[CH:32]=[CH:33][CH:34]=[C:35]([CH:40]=4)[CH2:36][CH2:37][C:38]=1[CH:39]=2)[N:28]=[CH:27][C:26]=3[Cl:42])=[O:18])=[O:51])[C:43]1[CH:48]=[CH:47][CH:46]=[CH:45][CH:44]=1, predict the reactants needed to synthesize it. The reactants are: [F:1][C:2]([F:7])([F:6])[C:3]([OH:5])=[O:4].FC(F)(F)C(O)=O.[NH2:15][CH2:16][C:17]([NH:19][C:20]1[CH:21]=[CH:22][C:23]2[NH:24][C:25]3[N:41]=[C:29]([NH:30][C:31]4[CH:32]=[CH:33][CH:34]=[C:35]([CH:40]=4)[CH2:36][CH2:37][C:38]=1[CH:39]=2)[N:28]=[CH:27][C:26]=3[Cl:42])=[O:18].[C:43]1([N:49]=[C:50]=[O:51])[CH:48]=[CH:47][CH:46]=[CH:45][CH:44]=1.